From a dataset of Peptide-MHC class II binding affinity with 134,281 pairs from IEDB. Regression. Given a peptide amino acid sequence and an MHC pseudo amino acid sequence, predict their binding affinity value. This is MHC class II binding data. (1) The peptide sequence is DPYILLVSSKVSTVK. The MHC is DRB1_1101 with pseudo-sequence DRB1_1101. The binding affinity (normalized) is 0.545. (2) The peptide sequence is TRILTIPQSLDSWWT. The MHC is HLA-DPA10301-DPB10402 with pseudo-sequence HLA-DPA10301-DPB10402. The binding affinity (normalized) is 0.136. (3) The binding affinity (normalized) is 0. The MHC is DRB1_1301 with pseudo-sequence DRB1_1301. The peptide sequence is IVDRQWAQDLTLPWQ.